The task is: Predict the reactants needed to synthesize the given product.. This data is from Full USPTO retrosynthesis dataset with 1.9M reactions from patents (1976-2016). (1) Given the product [CH3:1][O:2][C:3]1[CH:4]=[C:5](/[CH:11]=[CH:12]/[CH2:13][O:14][CH2:18][CH2:19][CH2:20][N:21]2[CH2:26][CH2:25][CH2:24][CH2:23][CH2:22]2)[CH:6]=[CH:7][C:8]=1[O:9][CH3:10], predict the reactants needed to synthesize it. The reactants are: [CH3:1][O:2][C:3]1[CH:4]=[C:5]([CH:11]=[CH:12][CH2:13][OH:14])[CH:6]=[CH:7][C:8]=1[O:9][CH3:10].[K].Cl.Cl[CH2:18][CH2:19][CH2:20][N:21]1[CH2:26][CH2:25][CH2:24][CH2:23][CH2:22]1.C(O)(=O)C(O)=O. (2) The reactants are: [OH-].[Na+].[Cl:3][C:4]1[CH:16]=[C:15]([C:17]2[CH:18]=[N:19][CH:20]=[CH:21][CH:22]=2)[CH:14]=[CH:13][C:5]=1[O:6][CH2:7][C:8]([O:10]CC)=[O:9].CCO.Cl. Given the product [Cl:3][C:4]1[CH:16]=[C:15]([C:17]2[CH:18]=[N:19][CH:20]=[CH:21][CH:22]=2)[CH:14]=[CH:13][C:5]=1[O:6][CH2:7][C:8]([OH:10])=[O:9], predict the reactants needed to synthesize it.